Dataset: Reaction yield outcomes from USPTO patents with 853,638 reactions. Task: Predict the reaction yield, written as a fraction of the theoretical maximum amount of product (1.0 means a 100% yield; for example, 0.34 means a 34% yield). (1) The reactants are [CH3:1][N:2]1[CH:6]=[C:5]([C:7]2[CH:12]=[C:11]([O:13][C:14]3[CH:15]=[N:16][C:17]([N+:20]([O-])=O)=[CH:18][CH:19]=3)[CH:10]=[CH:9][N:8]=2)[CH:4]=[N:3]1.[NH4+].[Cl-]. The catalyst is CCO.O.[Fe]. The product is [CH3:1][N:2]1[CH:6]=[C:5]([C:7]2[CH:12]=[C:11]([O:13][C:14]3[CH:19]=[CH:18][C:17]([NH2:20])=[N:16][CH:15]=3)[CH:10]=[CH:9][N:8]=2)[CH:4]=[N:3]1. The yield is 0.600. (2) The reactants are C([N-]C(C)C)(C)C.[Li+].[CH3:9][CH:10]([CH3:18])[C:11]([O:13][C:14]([CH3:17])([CH3:16])[CH3:15])=[O:12].[Br:19][C:20]1[CH:27]=[CH:26][C:23]([CH2:24]Br)=[CH:22][CH:21]=1.Cl. The catalyst is O1CCCC1. The product is [Br:19][C:20]1[CH:27]=[CH:26][C:23]([CH2:24][C:10]([CH3:18])([CH3:9])[C:11]([O:13][C:14]([CH3:17])([CH3:16])[CH3:15])=[O:12])=[CH:22][CH:21]=1. The yield is 0.850. (3) The reactants are [C:1]([O:5][C:6]([N:8]1[C:16]2[C:11](=[CH:12][C:13]([CH:17]=[CH2:18])=[CH:14][CH:15]=2)[CH2:10][CH2:9]1)=[O:7])([CH3:4])([CH3:3])[CH3:2].Br[CH:20]([C:25]1[CH:26]=[C:27]([Cl:33])[C:28]([F:32])=[C:29]([Cl:31])[CH:30]=1)[C:21]([F:24])([F:23])[F:22].N1C=CC=CC=1C1C=CC=CN=1. The catalyst is ClC1C=CC=CC=1Cl.Cl[Cu]. The product is [Cl:31][C:29]1[CH:30]=[C:25]([CH:20]([C:21]([F:24])([F:23])[F:22])/[CH:18]=[CH:17]/[C:13]2[CH:12]=[C:11]3[C:16](=[CH:15][CH:14]=2)[N:8]([C:6]([O:5][C:1]([CH3:4])([CH3:3])[CH3:2])=[O:7])[CH2:9][CH2:10]3)[CH:26]=[C:27]([Cl:33])[C:28]=1[F:32]. The yield is 0.610. (4) The reactants are [F:1][CH:2]([F:6])[C:3](O)=[O:4].CN(C(ON1N=NC2C=CC=CC1=2)=[N+](C)C)C.F[P-](F)(F)(F)(F)F.CCN(C(C)C)C(C)C.[O:40]1[CH2:45][CH2:44][N:43]([C:46]2[N:51]=[C:50]([N:52]3[CH2:57][CH2:56][O:55][CH2:54][CH2:53]3)[N:49]=[C:48]([C:58]3[CH:64]=[CH:63][C:61]([NH2:62])=[CH:60][CH:59]=3)[N:47]=2)[CH2:42][CH2:41]1. The catalyst is CN(C=O)C. The product is [N:43]1([C:46]2[N:51]=[C:50]([N:52]3[CH2:57][CH2:56][O:55][CH2:54][CH2:53]3)[N:49]=[C:48]([C:58]3[CH:64]=[CH:63][C:61]([NH:62][C:3](=[O:4])[CH:2]([F:6])[F:1])=[CH:60][CH:59]=3)[N:47]=2)[CH2:42][CH2:41][O:40][CH2:45][CH2:44]1. The yield is 0.460.